This data is from Reaction yield outcomes from USPTO patents with 853,638 reactions. The task is: Predict the reaction yield, written as a fraction of the theoretical maximum amount of product (1.0 means a 100% yield; for example, 0.34 means a 34% yield). (1) The reactants are [CH3:1][O:2][C:3]1[CH:4]=[C:5]2[C:10](=[CH:11][C:12]=1[O:13][CH3:14])[N:9]=[CH:8][N:7]=[C:6]2[O:15][C:16]1[CH:22]=[CH:21][C:19]([NH2:20])=[CH:18][CH:17]=1.Cl[C:24](Cl)([O:26]C(=O)OC(Cl)(Cl)Cl)Cl.[Cl:35][C:36]1[CH:48]=[CH:47][CH:46]=[CH:45][C:37]=1[CH2:38][N:39]1[CH2:43][CH2:42][CH:41]([NH2:44])[CH2:40]1.C(=O)([O-])O.[Na+]. The catalyst is C(N(CC)CC)C.C(Cl)(Cl)Cl. The product is [Cl:35][C:36]1[CH:48]=[CH:47][CH:46]=[CH:45][C:37]=1[CH2:38][N:39]1[CH2:43][CH2:42][CH:41]([NH:44][C:24]([NH:20][C:19]2[CH:21]=[CH:22][C:16]([O:15][C:6]3[C:5]4[C:10](=[CH:11][C:12]([O:13][CH3:14])=[C:3]([O:2][CH3:1])[CH:4]=4)[N:9]=[CH:8][N:7]=3)=[CH:17][CH:18]=2)=[O:26])[CH2:40]1. The yield is 0.610. (2) The reactants are [NH2:1][CH2:2][CH2:3][O:4][C:5]1[C:10]([CH3:11])=[CH:9][C:8]([C:12]2[NH:21][C:20](=[O:22])[C:19]3[C:14](=[CH:15][C:16]([O:25][CH3:26])=[CH:17][C:18]=3[O:23][CH3:24])[N:13]=2)=[CH:7][C:6]=1[CH3:27].CCN(CC)CC.Cl[C:36]1[N:41]=[CH:40][CH:39]=[CH:38][N:37]=1. The catalyst is C(O)(C)(C)C. The product is [CH3:27][C:6]1[CH:7]=[C:8]([C:12]2[NH:21][C:20](=[O:22])[C:19]3[C:14](=[CH:15][C:16]([O:25][CH3:26])=[CH:17][C:18]=3[O:23][CH3:24])[N:13]=2)[CH:9]=[C:10]([CH3:11])[C:5]=1[O:4][CH2:3][CH2:2][NH:1][C:36]1[N:41]=[CH:40][CH:39]=[CH:38][N:37]=1. The yield is 0.210.